Dataset: Peptide-MHC class I binding affinity with 185,985 pairs from IEDB/IMGT. Task: Regression. Given a peptide amino acid sequence and an MHC pseudo amino acid sequence, predict their binding affinity value. This is MHC class I binding data. (1) The peptide sequence is HYWDAIRFRY. The MHC is Mamu-A2201 with pseudo-sequence Mamu-A2201. The binding affinity (normalized) is 0.162. (2) The peptide sequence is FHGVAKNPV. The MHC is HLA-A02:19 with pseudo-sequence HLA-A02:19. The binding affinity (normalized) is 0.0847. (3) The peptide sequence is YLCGFIKQK. The MHC is HLA-A68:01 with pseudo-sequence HLA-A68:01. The binding affinity (normalized) is 0.196. (4) The peptide sequence is IAYLNLDAI. The MHC is H-2-Db with pseudo-sequence H-2-Db. The binding affinity (normalized) is 0.816. (5) The peptide sequence is TLLSLTFIK. The MHC is HLA-A03:01 with pseudo-sequence HLA-A03:01. The binding affinity (normalized) is 0.971.